From a dataset of Forward reaction prediction with 1.9M reactions from USPTO patents (1976-2016). Predict the product of the given reaction. The product is: [C:1]([O:5][C:6]([N:8]1[CH2:26][CH2:25][CH2:24][C@:11]2([O:15][C:14](=[O:16])[N:13]([C:17]3[CH:18]=[N:19][C:20]([NH:23][C:36]4[N:37]=[CH:38][C:33]5[CH:32]=[C:31]([C:29](=[O:30])[N:28]([CH3:27])[CH3:46])[N:40]([CH:41]6[CH2:45][CH2:44][CH2:43][CH2:42]6)[C:34]=5[N:35]=4)=[CH:21][CH:22]=3)[CH2:12]2)[CH2:10][CH2:9]1)=[O:7])([CH3:4])([CH3:2])[CH3:3]. Given the reactants [C:1]([O:5][C:6]([N:8]1[CH2:26][CH2:25][CH2:24][C@:11]2([O:15][C:14](=[O:16])[N:13]([C:17]3[CH:18]=[N:19][C:20]([NH2:23])=[CH:21][CH:22]=3)[CH2:12]2)[CH2:10][CH2:9]1)=[O:7])([CH3:4])([CH3:3])[CH3:2].[CH3:27][N:28]([CH3:46])[C:29]([C:31]1[N:40]([CH:41]2[CH2:45][CH2:44][CH2:43][CH2:42]2)[C:34]2[N:35]=[C:36](Cl)[N:37]=[CH:38][C:33]=2[CH:32]=1)=[O:30], predict the reaction product.